Dataset: Full USPTO retrosynthesis dataset with 1.9M reactions from patents (1976-2016). Task: Predict the reactants needed to synthesize the given product. Given the product [F:35][C:4]1[CH:3]=[C:2]([NH:1][C:51]([C:47]2[CH:46]=[C:45]([C:54]3[CH:59]=[CH:58][CH:57]=[CH:56][CH:55]=3)[CH:50]=[CH:49][CH:48]=2)=[O:52])[CH:34]=[CH:33][C:5]=1[O:6][C:7]1[CH:12]=[CH:11][N:10]=[C:9]2[N:13]([CH2:24][C:25]3[CH:30]=[CH:29][C:28]([O:31][CH3:32])=[CH:27][CH:26]=3)[N:14]=[C:15]([NH:16][CH:17]3[CH2:22][CH2:21][N:20]([CH3:23])[CH2:19][CH2:18]3)[C:8]=12, predict the reactants needed to synthesize it. The reactants are: [NH2:1][C:2]1[CH:34]=[CH:33][C:5]([O:6][C:7]2[CH:12]=[CH:11][N:10]=[C:9]3[N:13]([CH2:24][C:25]4[CH:30]=[CH:29][C:28]([O:31][CH3:32])=[CH:27][CH:26]=4)[N:14]=[C:15]([NH:16][CH:17]4[CH2:22][CH2:21][N:20]([CH3:23])[CH2:19][CH2:18]4)[C:8]=23)=[C:4]([F:35])[CH:3]=1.CCN(C(C)C)C(C)C.[C:45]1([C:54]2[CH:59]=[CH:58][CH:57]=[CH:56][CH:55]=2)[CH:50]=[CH:49][CH:48]=[C:47]([C:51](Cl)=[O:52])[CH:46]=1.C(=O)([O-])[O-].[Na+].[Na+].